This data is from Forward reaction prediction with 1.9M reactions from USPTO patents (1976-2016). The task is: Predict the product of the given reaction. (1) The product is: [OH:10][CH2:11][C@H:12]1[O:13][C:14]([CH3:28])([CH3:29])[O:15][C@@H:16]([CH2:18][C:19]([N:20]([CH:21]([CH3:23])[CH3:22])[CH:24]([CH3:25])[CH3:26])=[O:27])[CH2:17]1. Given the reactants C(=O)([O-])[O-].[K+].[K+].C([O:10][CH2:11][C@@H:12]1[CH2:17][C@H:16]([CH2:18][C:19](=[O:27])[N:20]([CH:24]([CH3:26])[CH3:25])[CH:21]([CH3:23])[CH3:22])[O:15][C:14]([CH3:29])([CH3:28])[O:13]1)(=O)C, predict the reaction product. (2) Given the reactants Cl[C:2]1[CH:11]=[CH:10][N:9]=[C:8]2[C:3]=1[C:4]1[CH:16]=[CH:15][CH:14]=[CH:13][C:5]=1[C:6](=[O:12])[NH:7]2.Cl.[NH2:18][C:19]1[CH:24]=[CH:23][C:22]([NH:25][C:26](=[O:38])[C:27]2[CH:32]=[CH:31][C:30]([F:33])=[CH:29][C:28]=2[C:34]([F:37])([F:36])[F:35])=[CH:21][CH:20]=1.O, predict the reaction product. The product is: [F:33][C:30]1[CH:31]=[CH:32][C:27]([C:26]([NH:25][C:22]2[CH:21]=[CH:20][C:19]([NH:18][C:2]3[CH:11]=[CH:10][N:9]=[C:8]4[C:3]=3[C:4]3[CH:16]=[CH:15][CH:14]=[CH:13][C:5]=3[C:6](=[O:12])[NH:7]4)=[CH:24][CH:23]=2)=[O:38])=[C:28]([C:34]([F:35])([F:36])[F:37])[CH:29]=1. (3) Given the reactants Cl[C:2]1[N:7]=[C:6]([Cl:8])[N:5]=[C:4]([CH2:9][CH2:10][CH3:11])[N:3]=1.CCN(C(C)C)C(C)C.[F:21][C:22]1[CH:29]=[CH:28][C:25]([CH2:26][NH2:27])=[CH:24][CH:23]=1, predict the reaction product. The product is: [Cl:8][C:6]1[N:5]=[C:4]([CH2:9][CH2:10][CH3:11])[N:3]=[C:2]([NH:27][CH2:26][C:25]2[CH:28]=[CH:29][C:22]([F:21])=[CH:23][CH:24]=2)[N:7]=1. (4) Given the reactants [C:1]1([CH2:7][CH2:8][NH2:9])[CH:6]=[CH:5][CH:4]=[CH:3][CH:2]=1.[CH:10](OCC)=[O:11], predict the reaction product. The product is: [C:1]1([CH2:7][CH2:8][NH:9][CH:10]=[O:11])[CH:6]=[CH:5][CH:4]=[CH:3][CH:2]=1. (5) The product is: [CH:10]1[C:11]2[CH:12]([CH2:14][O:15][C:16]([N:18]3[CH2:19][CH2:20][C:21]([C:42]4[CH:43]=[CH:44][C:39]([OH:45])=[CH:40][CH:41]=4)([C:24]4[CH:25]=[CH:26][CH:27]=[CH:28][CH:29]=4)[CH2:22][CH2:23]3)=[O:17])[C:13]3[C:5](=[CH:4][CH:3]=[CH:2][CH:1]=3)[C:6]=2[CH:7]=[CH:8][CH:9]=1. Given the reactants [CH:1]1[C:13]2[CH:12]([CH2:14][O:15][C:16]([N:18]3[CH2:23][CH:22]=[C:21]([C:24]4[CH:29]=[CH:28][CH:27]=[CH:26][CH:25]=4)[CH2:20][CH2:19]3)=[O:17])[C:11]3[C:6](=[CH:7][CH:8]=[CH:9][CH:10]=3)[C:5]=2[CH:4]=[CH:3][CH:2]=1.B(F)(F)F.OP(O)(O)=O.[C:39]1([OH:45])[CH:44]=[CH:43][CH:42]=[CH:41][CH:40]=1, predict the reaction product. (6) The product is: [NH2:16][C:12]1[CH:11]=[C:10]2[C:15](=[CH:14][CH:13]=1)[N:7]([CH:1]1[CH2:2][CH2:3][CH2:4][CH2:5][CH2:6]1)[C:8]([C:19]1[CH:20]=[CH:21][CH:22]=[CH:23][CH:24]=1)=[CH:9]2. Given the reactants [CH:1]1([N:7]2[C:15]3[C:10](=[CH:11][C:12]([N+:16]([O-])=O)=[CH:13][CH:14]=3)[CH:9]=[C:8]2[C:19]2[CH:24]=[CH:23][C:22](C)=[CH:21][CH:20]=2)[CH2:6][CH2:5][CH2:4][CH2:3][CH2:2]1.O.C([O-])(O)=O.[Na+], predict the reaction product.